From a dataset of Reaction yield outcomes from USPTO patents with 853,638 reactions. Predict the reaction yield, written as a fraction of the theoretical maximum amount of product (1.0 means a 100% yield; for example, 0.34 means a 34% yield). The reactants are [Cl:1][C:2]1[C:7]([O:8][CH3:9])=[CH:6][C:5]([O:10][CH3:11])=[C:4]([Cl:12])[C:3]=1[N:13]1[CH2:22][C:21]2[C:16](=[N:17][C:18]([NH:23][C:24]3[C:29]([N+:30]([O-])=O)=[CH:28][CH:27]=[CH:26][C:25]=3[CH3:33])=[N:19][CH:20]=2)[N:15]([CH3:34])[C:14]1=[O:35].[Cl-].[NH4+]. The catalyst is C(O)C.O.[Fe]. The product is [NH2:30][C:29]1[CH:28]=[CH:27][CH:26]=[C:25]([CH3:33])[C:24]=1[NH:23][C:18]1[N:17]=[C:16]2[N:15]([CH3:34])[C:14](=[O:35])[N:13]([C:3]3[C:2]([Cl:1])=[C:7]([O:8][CH3:9])[CH:6]=[C:5]([O:10][CH3:11])[C:4]=3[Cl:12])[CH2:22][C:21]2=[CH:20][N:19]=1. The yield is 0.100.